Predict the reaction yield, written as a fraction of the theoretical maximum amount of product (1.0 means a 100% yield; for example, 0.34 means a 34% yield). From a dataset of Reaction yield outcomes from USPTO patents with 853,638 reactions. (1) The reactants are [C:1](=[O:19])([O:17][CH3:18])[O:2][C:3]1[C:8]([N+:9]([O-])=O)=[CH:7][C:6]([F:12])=[CH:5][C:4]=1[C:13]([CH3:16])([CH3:15])[CH3:14].C([O-])=O.[NH4+]. The catalyst is CCO.[Pd]. The product is [C:1](=[O:19])([O:17][CH3:18])[O:2][C:3]1[C:8]([NH2:9])=[CH:7][C:6]([F:12])=[CH:5][C:4]=1[C:13]([CH3:14])([CH3:15])[CH3:16]. The yield is 0.270. (2) The product is [CH2:16]([N:8]([CH2:9][C:10]1[CH:11]=[CH:12][CH:13]=[CH:14][CH:15]=1)[C:7]1[N:6]=[CH:5][N:4]=[C:3]2[C:2]=1[NH:1][C:40](=[O:42])[N:23]2[C:24]1[CH:25]=[C:26]([N:30]([CH3:38])[C:31](=[O:37])[O:32][C:33]([CH3:34])([CH3:35])[CH3:36])[CH:27]=[CH:28][CH:29]=1)[C:17]1[CH:22]=[CH:21][CH:20]=[CH:19][CH:18]=1. The reactants are [NH2:1][C:2]1[C:3]([NH:23][C:24]2[CH:25]=[C:26]([N:30]([CH3:38])[C:31](=[O:37])[O:32][C:33]([CH3:36])([CH3:35])[CH3:34])[CH:27]=[CH:28][CH:29]=2)=[N:4][CH:5]=[N:6][C:7]=1[N:8]([CH2:16][C:17]1[CH:22]=[CH:21][CH:20]=[CH:19][CH:18]=1)[CH2:9][C:10]1[CH:15]=[CH:14][CH:13]=[CH:12][CH:11]=1.Cl[C:40](Cl)([O:42]C(=O)OC(Cl)(Cl)Cl)Cl. The yield is 0.920. The catalyst is C(Cl)Cl. (3) No catalyst specified. The yield is 0.650. The product is [Br:2][C:3]1[CH:8]=[C:7]2[C:6](=[CH:5][CH:4]=1)[NH:9][CH:11]([CH3:12])[C:13]2([CH2:17][CH3:18])[CH2:14][CH3:15]. The reactants are Cl.[Br:2][C:3]1[CH:8]=[CH:7][C:6]([NH:9]N)=[CH:5][CH:4]=1.[CH2:11]([CH:13]([CH2:17][CH3:18])[C:14](=O)[CH3:15])[CH3:12]. (4) The reactants are [N:1]1([C:8]([O:10][C:11]([CH3:14])([CH3:13])[CH3:12])=[O:9])[CH2:7][CH2:6][C@H:2]1[C:3]([OH:5])=[O:4].O[N:16]1[C:21](=[O:22])[CH2:20][CH2:19][C:17]1=[O:18].C(Cl)CCl. The catalyst is C1COCC1. The product is [N:1]1([C:8]([O:10][C:11]([CH3:14])([CH3:13])[CH3:12])=[O:9])[CH2:7][CH2:6][C@H:2]1[C:3]([O:5][N:16]1[C:21](=[O:22])[CH2:20][CH2:19][C:17]1=[O:18])=[O:4]. The yield is 0.510. (5) The reactants are [O:1]1[CH2:5][CH2:4][O:3][CH:2]1[C:6]1[CH:11]=[CH:10][C:9]([OH:12])=[C:8](OC)[CH:7]=1.Cl[C:16]1[N:17]=[CH:18][C:19]([C:22]#[N:23])=[N:20][CH:21]=1.[C:24]([O-])([O-])=O.[K+].[K+]. The catalyst is CN(C=O)C.ClCCl. The product is [O:3]1[CH2:4][CH2:5][O:1][CH:2]1[C:6]1[CH:11]=[CH:10][C:9]([O:12][C:16]2[N:17]=[CH:18][C:19]([C:22]#[N:23])=[N:20][CH:21]=2)=[C:8]([CH3:24])[CH:7]=1. The yield is 0.956.